Dataset: Forward reaction prediction with 1.9M reactions from USPTO patents (1976-2016). Task: Predict the product of the given reaction. (1) Given the reactants [NH:1]1[C:5]2[CH:6]=[CH:7][CH:8]=[CH:9][C:4]=2[N:3]=[C:2]1[CH2:10][N:11]([CH:21]1[C:30]2[N:29]=[CH:28][CH:27]=[CH:26][C:25]=2[CH2:24][CH2:23][CH2:22]1)[CH2:12][C:13]1[CH:18]=[CH:17][C:16]([CH2:19][NH2:20])=[CH:15][CH:14]=1.[C:31]1([S:37](Cl)(=[O:39])=[O:38])[CH:36]=[CH:35][CH:34]=[CH:33][CH:32]=1.CCN([CH2:46][CH3:47])CC, predict the reaction product. The product is: [C:31]1([S:37]([N:1]2[C:5]3[CH:6]=[CH:7][CH:8]=[CH:9][C:4]=3[N:3]=[C:2]2[CH2:10][N:11]([CH2:12][C:13]2[CH:14]=[CH:15][C:16]([CH2:19][NH:20][S:37]([C:47]3[CH:46]=[CH:33][CH:32]=[CH:31][CH:36]=3)(=[O:39])=[O:38])=[CH:17][CH:18]=2)[CH:21]2[C:30]3[N:29]=[CH:28][CH:27]=[CH:26][C:25]=3[CH2:24][CH2:23][CH2:22]2)(=[O:39])=[O:38])[CH:36]=[CH:35][CH:34]=[CH:33][CH:32]=1. (2) Given the reactants [NH2:1][C@@H:2]([CH3:12])[CH2:3][CH2:4][C:5]1[CH:10]=[CH:9][C:8]([OH:11])=[CH:7][CH:6]=1.[C:13](OC(=O)C)(=[O:15])[CH3:14], predict the reaction product. The product is: [OH:11][C:8]1[CH:7]=[CH:6][C:5]([CH2:4][CH2:3][C@@H:2]([NH:1][C:13](=[O:15])[CH3:14])[CH3:12])=[CH:10][CH:9]=1. (3) Given the reactants [CH3:1][N:2]1[C:10]2[C:5](=[CH:6][CH:7]=[C:8](B3OC(C)(C)C(C)(C)O3)[CH:9]=2)[C:4]([CH3:21])([CH3:20])[C:3]1=[O:22].Br[C:24]1[CH:25]=[C:26]2[CH2:32][NH:31][CH2:30][C:27]2=[N:28][CH:29]=1, predict the reaction product. The product is: [N:28]1[CH:29]=[C:24]([C:8]2[CH:9]=[C:10]3[C:5]([C:4]([CH3:20])([CH3:21])[C:3](=[O:22])[N:2]3[CH3:1])=[CH:6][CH:7]=2)[CH:25]=[C:26]2[CH2:32][NH:31][CH2:30][C:27]=12. (4) Given the reactants [CH3:1][O:2][C:3]1[CH:47]=[CH:46][C:6]([CH2:7][N:8]([CH2:37][C:38]2[CH:43]=[CH:42][C:41]([O:44][CH3:45])=[CH:40][CH:39]=2)[C:9]2[N:14]=[C:13]([CH3:15])[N:12]=[C:11]([C:16]3[CH:17]=[C:18]([CH2:23][N:24]4[CH2:29][CH2:28][N:27]([C:30]([O:32][C:33]([CH3:36])([CH3:35])[CH3:34])=[O:31])[CH2:26][CH2:25]4)[CH:19]=[N:20][C:21]=3F)[N:10]=2)=[CH:5][CH:4]=1.[F:48][C:49]1[CH:50]=[C:51]([NH2:57])[CH:52]=[N:53][C:54]=1[O:55][CH3:56].O1CCCC1.C[Si]([N-][Si](C)(C)C)(C)C.[Li+], predict the reaction product. The product is: [CH3:1][O:2][C:3]1[CH:47]=[CH:46][C:6]([CH2:7][N:8]([CH2:37][C:38]2[CH:39]=[CH:40][C:41]([O:44][CH3:45])=[CH:42][CH:43]=2)[C:9]2[N:14]=[C:13]([CH3:15])[N:12]=[C:11]([C:16]3[CH:17]=[C:18]([CH2:23][N:24]4[CH2:29][CH2:28][N:27]([C:30]([O:32][C:33]([CH3:35])([CH3:36])[CH3:34])=[O:31])[CH2:26][CH2:25]4)[CH:19]=[N:20][C:21]=3[NH:57][C:51]3[CH:52]=[N:53][C:54]([O:55][CH3:56])=[C:49]([F:48])[CH:50]=3)[N:10]=2)=[CH:5][CH:4]=1. (5) Given the reactants [CH2:1]([O:3][C:4](=[O:13])[CH2:5][NH:6][CH:7]1[CH2:12][CH2:11][O:10][CH2:9][CH2:8]1)[CH3:2].[CH2:14]=O.[CH:16]([S:18]([C:21]1[CH:26]=[CH:25][CH:24]=[CH:23][C:22]=1[C:27]([F:30])([F:29])[F:28])(=[O:20])=[O:19])=[CH2:17], predict the reaction product. The product is: [CH2:1]([O:3][C:4]([CH:5]1[CH2:14][CH:16]([S:18]([C:21]2[CH:26]=[CH:25][CH:24]=[CH:23][C:22]=2[C:27]([F:28])([F:30])[F:29])(=[O:19])=[O:20])[CH2:17][N:6]1[CH:7]1[CH2:12][CH2:11][O:10][CH2:9][CH2:8]1)=[O:13])[CH3:2]. (6) The product is: [ClH:34].[CH2:1]([N:8]1[CH2:13][CH2:12][CH:11]([N:14]([CH3:33])[C:15]([N:17]2[CH:21]=[C:20]([C:22]3[CH:27]=[CH:26][CH:25]=[C:24]([NH:28][S:29]([CH3:32])(=[O:31])=[O:30])[CH:23]=3)[N:19]=[CH:18]2)=[O:16])[CH2:10][CH2:9]1)[C:2]1[CH:7]=[CH:6][CH:5]=[CH:4][CH:3]=1. Given the reactants [CH2:1]([N:8]1[CH2:13][CH2:12][CH:11]([N:14]([CH3:33])[C:15]([N:17]2[CH:21]=[C:20]([C:22]3[CH:27]=[CH:26][CH:25]=[C:24]([NH:28][S:29]([CH3:32])(=[O:31])=[O:30])[CH:23]=3)[N:19]=[CH:18]2)=[O:16])[CH2:10][CH2:9]1)[C:2]1[CH:7]=[CH:6][CH:5]=[CH:4][CH:3]=1.[ClH:34], predict the reaction product.